Dataset: Catalyst prediction with 721,799 reactions and 888 catalyst types from USPTO. Task: Predict which catalyst facilitates the given reaction. Reactant: [C:1](/[N:3]=[C:4](\[O:11]C)/[C:5]1[CH:10]=[CH:9][CH:8]=[CH:7][CH:6]=1)#[N:2].Cl.NO.C([N:18](CC)CC)C. Product: [C:5]1([C:4]2[O:11][N:2]=[C:1]([NH2:18])[N:3]=2)[CH:10]=[CH:9][CH:8]=[CH:7][CH:6]=1. The catalyst class is: 5.